Task: Predict the product of the given reaction.. Dataset: Forward reaction prediction with 1.9M reactions from USPTO patents (1976-2016) (1) Given the reactants Cl.[Cl:2][C:3]1[S:7][C:6]([C:8]([CH:10]2[CH2:15][CH2:14][NH:13][CH2:12][CH2:11]2)=[O:9])=[CH:5][CH:4]=1.[C:16]([O:20][C:21](=[O:32])[NH:22][C@H:23]1[CH2:28][CH2:27][C@H:26]([CH2:29][CH:30]=O)[CH2:25][CH2:24]1)([CH3:19])([CH3:18])[CH3:17], predict the reaction product. The product is: [C:16]([O:20][C:21](=[O:32])[NH:22][C@H:23]1[CH2:24][CH2:25][C@H:26]([CH2:29][CH2:30][N:13]2[CH2:14][CH2:15][CH:10]([C:8]([C:6]3[S:7][C:3]([Cl:2])=[CH:4][CH:5]=3)=[O:9])[CH2:11][CH2:12]2)[CH2:27][CH2:28]1)([CH3:19])([CH3:18])[CH3:17]. (2) Given the reactants [Mg].Br[C:3]1[C:8]([CH3:9])=[CH:7][C:6]([CH3:10])=[CH:5][C:4]=1[CH3:11].[B:12](OCC)([O:16]CC)[O:13]CC, predict the reaction product. The product is: [B:12]([OH:16])([OH:13])[C:3]1[C:8]([CH3:9])=[CH:7][C:6]([CH3:10])=[CH:5][C:4]=1[CH3:11].